Dataset: Forward reaction prediction with 1.9M reactions from USPTO patents (1976-2016). Task: Predict the product of the given reaction. (1) Given the reactants [O:1]([CH2:9][CH2:10][NH:11][C:12](=[O:40])[CH2:13][CH2:14][CH2:15][C:16]1([C:34]2[CH:39]=[CH:38][CH:37]=[CH:36][CH:35]=2)[N:20]([C:21](=[O:26])[C:22]([CH3:25])([CH3:24])[CH3:23])[N:19]=[C:18]([NH:27][C:28](=[O:33])[C:29]([CH3:32])([CH3:31])[CH3:30])[S:17]1)[Si](C(C)(C)C)(C)C.[F-].C([N+](CCCC)(CCCC)CCCC)CCC.O, predict the reaction product. The product is: [CH3:23][C:22]([CH3:25])([CH3:24])[C:21]([N:20]1[N:19]=[C:18]([NH:27][C:28](=[O:33])[C:29]([CH3:30])([CH3:31])[CH3:32])[S:17][C:16]1([CH2:15][CH2:14][CH2:13][C:12]([NH:11][CH2:10][CH2:9][OH:1])=[O:40])[C:34]1[CH:39]=[CH:38][CH:37]=[CH:36][CH:35]=1)=[O:26]. (2) Given the reactants [CH2:1]([NH:5][C:6]1[C:7]2[N:8]([C:18]([C:21]3[CH:28]=[CH:27][C:24]([CH:25]=O)=[CH:23][CH:22]=3)=[CH:19][N:20]=2)[N:9]=[C:10]([C:12]2[CH:17]=[CH:16][N:15]=[CH:14][CH:13]=2)[CH:11]=1)[CH:2]([CH3:4])[CH3:3].[S].[CH:30]1([NH2:33])[CH2:32][CH2:31]1.C[S:35](C)=O, predict the reaction product. The product is: [CH:30]1([NH:33][C:25]([C:24]2[CH:27]=[CH:28][C:21]([C:18]3[N:8]4[N:9]=[C:10]([C:12]5[CH:17]=[CH:16][N:15]=[CH:14][CH:13]=5)[CH:11]=[C:6]([NH:5][CH2:1][CH:2]([CH3:4])[CH3:3])[C:7]4=[N:20][CH:19]=3)=[CH:22][CH:23]=2)=[S:35])[CH2:32][CH2:31]1. (3) Given the reactants Br[C:2]1[CH:3]=[C:4]([C:8]2([C:18]3[CH:19]=[N:20][CH:21]=[C:22]([F:24])[CH:23]=3)[C:16]3[C:11](=[CH:12][CH:13]=[CH:14][CH:15]=3)[C:10]([NH2:17])=[N:9]2)[CH:5]=[CH:6][CH:7]=1.[N:25]1[CH:30]=[C:29](B(O)O)[CH:28]=[N:27][CH:26]=1, predict the reaction product. The product is: [F:24][C:22]1[CH:23]=[C:18]([C:8]2([C:16]3[CH:11]=[CH:12][CH:13]=[C:14]([C:29]4[CH:30]=[N:25][CH:26]=[N:27][CH:28]=4)[CH:15]=3)[C:4]3[C:3](=[CH:2][CH:7]=[CH:6][CH:5]=3)[C:10]([NH2:17])=[N:9]2)[CH:19]=[N:20][CH:21]=1.